This data is from Full USPTO retrosynthesis dataset with 1.9M reactions from patents (1976-2016). The task is: Predict the reactants needed to synthesize the given product. (1) The reactants are: [CH3:1][C:2]([O:5][C:6]([N:8]1[CH2:13][CH2:12][CH:11]([NH:14][C:15]2[C:20]([C:21]([O:23][CH2:24][CH3:25])=[O:22])=[C:19]([CH2:26]C)[N:18]=[C:17]3[N:28]([CH2:31][CH3:32])[N:29]=[CH:30][C:16]=23)[CH2:10][CH2:9]1)=[O:7])([CH3:4])[CH3:3].ClC1C(C(OCC)=O)=C(C)N=C2N(CC)N=CC=12.NC1CCN(C(OC(C)(C)C)=O)CC1. Given the product [CH3:1][C:2]([O:5][C:6]([N:8]1[CH2:13][CH2:12][CH:11]([NH:14][C:15]2[C:20]([C:21]([O:23][CH2:24][CH3:25])=[O:22])=[C:19]([CH3:26])[N:18]=[C:17]3[N:28]([CH2:31][CH3:32])[N:29]=[CH:30][C:16]=23)[CH2:10][CH2:9]1)=[O:7])([CH3:3])[CH3:4], predict the reactants needed to synthesize it. (2) Given the product [CH3:13][O:12][C:10]1[CH:11]=[C:2]2[C:3]([C:4](=[O:5])[NH:28][CH:27]=[N:1]2)=[CH:8][C:9]=1[O:14][CH2:15][C:16]#[CH:17], predict the reactants needed to synthesize it. The reactants are: [NH2:1][C:2]1[CH:11]=[C:10]([O:12][CH3:13])[C:9]([O:14][CH2:15][C:16]#[CH:17])=[CH:8][C:3]=1[C:4](OC)=[O:5].C([O-])=O.[NH4+].COC1C=C2C(=CC=1OCC#C)N=C[NH:28][C:27]2=O.